From a dataset of Reaction yield outcomes from USPTO patents with 853,638 reactions. Predict the reaction yield, written as a fraction of the theoretical maximum amount of product (1.0 means a 100% yield; for example, 0.34 means a 34% yield). The reactants are [CH3:1][N:2]([CH3:20])[CH2:3][CH2:4][CH2:5][O:6][C:7]1[CH:12]=[CH:11][C:10]([NH2:13])=[CH:9][C:8]=1[C:14]1[N:15]([CH3:19])[N:16]=[CH:17][CH:18]=1.[C:21]1([N:27]=[C:28]=[O:29])[CH:26]=[CH:25][CH:24]=[CH:23][CH:22]=1. The catalyst is C(Cl)Cl. The product is [CH3:20][N:2]([CH3:1])[CH2:3][CH2:4][CH2:5][O:6][C:7]1[CH:12]=[CH:11][C:10]([NH:13][C:28]([NH:27][C:21]2[CH:26]=[CH:25][CH:24]=[CH:23][CH:22]=2)=[O:29])=[CH:9][C:8]=1[C:14]1[N:15]([CH3:19])[N:16]=[CH:17][CH:18]=1. The yield is 0.690.